From a dataset of Catalyst prediction with 721,799 reactions and 888 catalyst types from USPTO. Predict which catalyst facilitates the given reaction. (1) Reactant: [CH3:1][C:2]1([CH2:6][O:7][C:8]2[CH:33]=[CH:32][C:11]3[N:12]([C:15]4[CH:24]=[CH:23][C:22]5[C:17](=[C:18]([N:25]6[CH2:30][CH2:29][CH:28]([NH2:31])[CH2:27][CH2:26]6)[CH:19]=[CH:20][CH:21]=5)[N:16]=4)[CH:13]=[N:14][C:10]=3[CH:9]=2)[CH2:5][O:4][CH2:3]1.[C:34]1([S:40]([OH:43])(=[O:42])=[O:41])[CH:39]=[CH:38][CH:37]=[CH:36][CH:35]=1. Product: [C:34]1([S:40]([OH:43])(=[O:42])=[O:41])[CH:39]=[CH:38][CH:37]=[CH:36][CH:35]=1.[CH3:1][C:2]1([CH2:6][O:7][C:8]2[CH:33]=[CH:32][C:11]3[N:12]([C:15]4[CH:24]=[CH:23][C:22]5[C:17](=[C:18]([N:25]6[CH2:26][CH2:27][CH:28]([NH2:31])[CH2:29][CH2:30]6)[CH:19]=[CH:20][CH:21]=5)[N:16]=4)[CH:13]=[N:14][C:10]=3[CH:9]=2)[CH2:5][O:4][CH2:3]1. The catalyst class is: 8. (2) Reactant: CO[C:3](=[O:14])[C:4]1[C:9]([I:10])=[CH:8][C:7]([Cl:11])=[CH:6][C:5]=1[CH2:12]Br.[Cl:15][C:16]1[CH:23]=[CH:22][C:19]([CH2:20][NH2:21])=[CH:18][CH:17]=1.C([O-])([O-])=O.[K+].[K+].C(OCC)(=O)C. Product: [Cl:11][C:7]1[CH:6]=[C:5]2[C:4](=[C:9]([I:10])[CH:8]=1)[C:3](=[O:14])[N:21]([CH2:20][C:19]1[CH:22]=[CH:23][C:16]([Cl:15])=[CH:17][CH:18]=1)[CH2:12]2. The catalyst class is: 345.